Task: Predict which catalyst facilitates the given reaction.. Dataset: Catalyst prediction with 721,799 reactions and 888 catalyst types from USPTO (1) Reactant: C(=O)([O-])[O-].[K+].[K+].[F:7][C:8]1[CH:9]=[C:10]([N+:16]([O-:18])=[O:17])[CH:11]=[C:12]([F:15])[C:13]=1F.[NH:19]1[CH:23]=[CH:22][N:21]=[CH:20]1. Product: [F:15][C:12]1[CH:11]=[C:10]([N+:16]([O-:18])=[O:17])[CH:9]=[C:8]([F:7])[C:13]=1[N:19]1[CH:23]=[CH:22][N:21]=[CH:20]1. The catalyst class is: 3. (2) Reactant: [C:1]([C:3]1[CH:8]=[CH:7][C:6]([CH2:9][OH:10])=[C:5]([CH3:11])[CH:4]=1)#[CH:2].[CH2:12]([O:14][C:15](=[O:23])[C:16]1[CH:21]=[CH:20][C:19](I)=[CH:18][CH:17]=1)[CH3:13]. Product: [OH:10][CH2:9][C:6]1[CH:7]=[CH:8][C:3]([C:1]#[C:2][C:19]2[CH:20]=[CH:21][C:16]([C:15]([O:14][CH2:12][CH3:13])=[O:23])=[CH:17][CH:18]=2)=[CH:4][C:5]=1[CH3:11]. The catalyst class is: 337. (3) Reactant: O=S(Cl)Cl.[N:5]1[CH:10]=[CH:9][C:8]([C:11]2(O)[CH2:20][CH2:19][C:14]3([O:18][CH2:17][CH2:16][O:15]3)[CH2:13][CH2:12]2)=[CH:7][CH:6]=1.C(=O)([O-])O.[Na+]. Product: [O:18]1[C:14]2([CH2:19][CH2:20][C:11]([C:8]3[CH:7]=[CH:6][N:5]=[CH:10][CH:9]=3)=[CH:12][CH2:13]2)[O:15][CH2:16][CH2:17]1. The catalyst class is: 17. (4) Reactant: [C:1]1([NH:7][C:8]2[CH:13]=[CH:12][CH:11]=[CH:10][CH:9]=2)[CH:6]=[CH:5][CH:4]=[CH:3][CH:2]=1.C(N(CC)CC)C.[Cl:21][CH2:22][C:23](Cl)=[O:24]. Product: [C:8]1([N:7]2[C:1]3[C:2](=[CH:3][CH:4]=[CH:5][CH:6]=3)[CH2:22][C:23]2=[O:24])[CH:9]=[CH:10][CH:11]=[CH:12][CH:13]=1.[Cl:21][CH2:22][C:23]([N:7]([C:1]1[CH:2]=[CH:3][CH:4]=[CH:5][CH:6]=1)[C:8]1[CH:9]=[CH:10][CH:11]=[CH:12][CH:13]=1)=[O:24]. The catalyst class is: 11. (5) Reactant: [F:1][CH2:2][C@@:3]1([C:47]([O:49]CC2C=CC=CC=2)=[O:48])[CH2:8][CH2:7][C:6]([C:9]2[C:10]([CH3:46])([CH3:45])[C@H:11]3[C@:24]([CH3:27])([CH2:25][CH:26]=2)[C@@H:23]2[C@:14]([CH3:44])([C@@:15]4([CH3:43])[C@H:20]([CH2:21][CH2:22]2)[C@H:19]2[C@H:28]([C:31]([CH3:33])=[CH2:32])[CH2:29][CH2:30][C@:18]2([NH:34][CH2:35][CH2:36][CH:37]2[CH2:42][CH2:41][O:40][CH2:39][CH2:38]2)[CH2:17][CH2:16]4)[CH2:13][CH2:12]3)=[CH:5][CH2:4]1.N[C@]12CC[C@@H](C(C)=C)[C@@H]1[C@@H]1[C@@](C)(CC2)[C@@]2(C)[C@@H]([C@]3(C)[C@@H](CC2)C(C)(C)C(C2CC[C@@](CF)(C(OCC4C=CC=CC=4)=O)CC=2)=CC3)CC1.BrCCC1CCOCC1.[O-]P([O-])([O-])=O.[K+].[K+].[K+].[Na+].[I-]. Product: [F:1][CH2:2][C@@:3]1([C:47]([OH:49])=[O:48])[CH2:8][CH2:7][C:6]([C:9]2[C:10]([CH3:46])([CH3:45])[C@H:11]3[C@:24]([CH3:27])([CH2:25][CH:26]=2)[C@@H:23]2[C@:14]([CH3:44])([C@@:15]4([CH3:43])[C@H:20]([CH2:21][CH2:22]2)[C@H:19]2[C@H:28]([C:31]([CH3:33])=[CH2:32])[CH2:29][CH2:30][C@:18]2([NH:34][CH2:35][CH2:36][CH:37]2[CH2:42][CH2:41][O:40][CH2:39][CH2:38]2)[CH2:17][CH2:16]4)[CH2:13][CH2:12]3)=[CH:5][CH2:4]1. The catalyst class is: 23. (6) Reactant: Cl.[Cl:2][C:3]1[CH:11]=[CH:10][C:6]([C:7]([OH:9])=O)=[CH:5][C:4]=1[O:12][C:13]1[CH:18]=[CH:17][N:16]=[C:15]([NH:19][C:20]2[S:21][CH:22]=[C:23]([CH3:25])[N:24]=2)[CH:14]=1.C(N(CC)CC)C.C(Cl)(=O)OCC.[CH3:39][N:40]([CH3:44])[CH2:41][CH2:42][NH2:43].[OH-].[Na+]. Product: [ClH:2].[Cl:2][C:3]1[CH:11]=[CH:10][C:6]([C:7]([NH:43][CH2:42][CH2:41][N:40]([CH3:44])[CH3:39])=[O:9])=[CH:5][C:4]=1[O:12][C:13]1[CH:18]=[CH:17][N:16]=[C:15]([NH:19][C:20]2[S:21][CH:22]=[C:23]([CH3:25])[N:24]=2)[CH:14]=1. The catalyst class is: 3. (7) Reactant: [Br:1][C:2]1[CH:3]=[CH:4][C:5]([O:11][CH3:12])=[C:6]([C:8](=O)[CH3:9])[CH:7]=1.[C:13]1([NH:19]N)[CH:18]=[CH:17][CH:16]=[CH:15][CH:14]=1. Product: [Br:1][C:2]1[CH:3]=[CH:4][C:5]([O:11][CH3:12])=[C:6]([C:8]2[NH:19][C:13]3[C:18]([CH:9]=2)=[CH:17][CH:16]=[CH:15][CH:14]=3)[CH:7]=1. The catalyst class is: 6.